From a dataset of Reaction yield outcomes from USPTO patents with 853,638 reactions. Predict the reaction yield, written as a fraction of the theoretical maximum amount of product (1.0 means a 100% yield; for example, 0.34 means a 34% yield). The product is [NH2:37][C:35]([C:34]1[CH:38]=[CH:39][C:40]([O:41][CH3:42])=[C:32]([NH:31][C:4]([C:6]2[N:7]=[C:8]([CH:11]3[CH2:16][CH2:15][N:14]([C:17]([N:19]4[CH2:24][CH2:23][N:22]([C:25]5[CH:30]=[CH:29][CH:28]=[CH:27][N:26]=5)[CH2:21][CH2:20]4)=[O:18])[CH2:13][CH2:12]3)[S:9][CH:10]=2)=[O:5])[CH:33]=1)=[O:36]. The yield is 1.00. The reactants are C(O[C:4]([C:6]1[N:7]=[C:8]([CH:11]2[CH2:16][CH2:15][N:14]([C:17]([N:19]3[CH2:24][CH2:23][N:22]([C:25]4[CH:30]=[CH:29][CH:28]=[CH:27][N:26]=4)[CH2:21][CH2:20]3)=[O:18])[CH2:13][CH2:12]2)[S:9][CH:10]=1)=[O:5])C.[NH2:31][C:32]1[CH:33]=[C:34]([CH:38]=[CH:39][C:40]=1[O:41][CH3:42])[C:35]([NH2:37])=[O:36].CN(C(ON1N=NC2C=CC=CC1=2)=[N+](C)C)C.F[P-](F)(F)(F)(F)F. The catalyst is CN(C=O)C.CCN(C(C)C)C(C)C.